This data is from Experimentally validated miRNA-target interactions with 360,000+ pairs, plus equal number of negative samples. The task is: Binary Classification. Given a miRNA mature sequence and a target amino acid sequence, predict their likelihood of interaction. (1) The protein sequence of the target gene is MIIVAHVLLILLGATEILQADLLPDEKISLLPPVNFTIKVTGLAQVLLQWKPNPDQEQRNVNLEYQVKINAPKEDDYETRITESKCVTILHKGFSASVRTILQNDHSLLASSWASAELHAPPGSPGTSIVNLTCTTNTTEDNYSRLRSYQVSLHCTWLVGTDAPEDTQYFLYYRYGSWTEECQEYSKDTLGRNIACWFPRTFILSKGRDWLAVLVNGSSKHSAIRPFDQLFALHAIDQINPPLNVTAEIEGTRLSIQWEKPVSAFPIHCFDYEVKIHNTRNGYLQIEKLMTNAFISIIDD.... Result: 0 (no interaction). The miRNA is hsa-miR-7155-3p with sequence UGGCCCAAGACCUCAGACC. (2) The miRNA is hsa-miR-4756-3p with sequence CCAGAGAUGGUUGCCUUCCUAU. The protein sequence of the target gene is MQPQRDLRGLWLLLLSVFLLLFEVARAGRSVVSCPANCLCASNILSCSKQQLPNVPQSLPSYTALLDLSHNNLSRLRAEWTPTRLTNLHSLLLSHNHLNFISSEAFVPVPNLRYLDLSSNHLHTLDEFLFSDLQALEVLLLYNNHIVVVDRNAFEDMAQLQKLYLSQNQISRFPVELIKDGNKLPKLMLLDLSSNKLKKLPLTDLQKLPAWVKNGLYLHNNPLECDCKLYQLFSHWQYRQLSSVMDFQEDLYCMHSKKLHNIFSLDFFNCSEYKESAWEAHLGDTLTIRCDTKQQGMTKV.... Result: 0 (no interaction). (3) The miRNA is hsa-miR-4726-5p with sequence AGGGCCAGAGGAGCCUGGAGUGG. The protein sequence of the target gene is MGRRSSDTEEESRSKRKKKHRRRSSSSSSSDSRTYSRKKGGRKSRSKSRSWSRDLQPRSHSYDRRRRHRSSSSSSYGSRRKRSRSRSRGRGKSYRVQRSRSKSRTRRSRSRPRLRSHSRSSERSSHRRTRSRSRDRERRKGRDKEKREKEKDKGKDKELHNIKRGESGNIKAGLEHLPPAEQAKARLQLVLEAAAKADEALKAKERNEEEAKRRKEEDQATLVEQVKRVKEIEAIESDSFVQQTFRSSKEVKKSVEPSEVKQATSTSGPASAVADPPSTEKEIDPTSIPTAIKYQDDNSL.... Result: 0 (no interaction). (4) The miRNA is hsa-miR-650 with sequence AGGAGGCAGCGCUCUCAGGAC. The protein sequence of the target gene is MEQPEDMASLSEFDSLAGSIPATKVEITVSCRNLLDKDMFSKSDPLCVMYTQGMENKQWREFGRTEVIDNTLNPDFVRKFIVDYFFEEKQNLRFDLYDVDSKSPDLSKHDFLGQAFCTLGEIVGSPGSRLEKPLTIGAFSLNSRTGKPMPAVSNGGVPGKKCGTIILSAEELSNCRDVATMQFCANKLDKKDFFGKSDPFLVFYRSNEDGTFTICHKTEVMKNTLNPVWQTFSIPVRALCNGDYDRTIKVEVYDWDRDGSHDFIGEFTTSYRELARGQSQFNIYEVVNPKKKMKKKKYVN.... Result: 1 (interaction). (5) The protein sequence of the target gene is MDATTPAQTVGVEIYLGPVWPAPSNSTPLALNLSLALREDAPGNLTGDLSEHQQYVIALFLSCLYTIFLFPIGFVGNILILVVNISFREKMTIPDLYFINLAAADLILVADSLIEVFNLDEQYYDIAVLCTFMSLFLQINMYSSVFFLTWMSFDRYLALAKAMRCGLFRTKHHARLSCGLIWMASVSATLVPFTAVHLRHTEEACFCFADVREVQWLEVTLGFIMPFAIIGLCYSLIVRALIRAHRHRGLRPRRQKALRMIFAVVLVFFICWLPENVFISVHLLQWTQPGDTPCKQSFRH.... The miRNA is mmu-miR-3104-5p with sequence UAGGGGGCAGGAGCCGGAGCCCUCU. Result: 0 (no interaction).